The task is: Regression. Given a peptide amino acid sequence and an MHC pseudo amino acid sequence, predict their binding affinity value. This is MHC class I binding data.. This data is from Peptide-MHC class I binding affinity with 185,985 pairs from IEDB/IMGT. (1) The peptide sequence is HGPAKSMEY. The MHC is HLA-A30:02 with pseudo-sequence HLA-A30:02. The binding affinity (normalized) is 0.139. (2) The peptide sequence is CVKYLLDNDI. The MHC is HLA-A02:01 with pseudo-sequence HLA-A02:01. The binding affinity (normalized) is 0.125. (3) The peptide sequence is MAVHCMNFK. The MHC is HLA-A31:01 with pseudo-sequence HLA-A31:01. The binding affinity (normalized) is 0.761. (4) The peptide sequence is SLTIPSFYT. The MHC is HLA-B15:01 with pseudo-sequence HLA-B15:01. The binding affinity (normalized) is 0.0847. (5) The peptide sequence is FPRSAERAG. The MHC is HLA-B08:01 with pseudo-sequence HLA-B08:01. The binding affinity (normalized) is 0.0847. (6) The peptide sequence is GHLENNPAL. The MHC is HLA-A31:01 with pseudo-sequence HLA-A31:01. The binding affinity (normalized) is 0.0847. (7) The peptide sequence is SYWVRANFK. The MHC is HLA-B46:01 with pseudo-sequence HLA-B46:01. The binding affinity (normalized) is 0.0847.